This data is from Peptide-MHC class II binding affinity with 134,281 pairs from IEDB. The task is: Regression. Given a peptide amino acid sequence and an MHC pseudo amino acid sequence, predict their binding affinity value. This is MHC class II binding data. (1) The peptide sequence is EPIAAYHFDLSGIAF. The MHC is HLA-DQA10201-DQB10202 with pseudo-sequence HLA-DQA10201-DQB10202. The binding affinity (normalized) is 0.121. (2) The peptide sequence is EKKYFASTQFEPLAA. The MHC is HLA-DPA10301-DPB10402 with pseudo-sequence HLA-DPA10301-DPB10402. The binding affinity (normalized) is 0.961. (3) The peptide sequence is DMRLLSLAVSSAVPTHHHHHH. The MHC is DRB1_1101 with pseudo-sequence DRB1_1101. The binding affinity (normalized) is 0.936. (4) The peptide sequence is FKAAVAAAANAPPAD. The MHC is HLA-DQA10401-DQB10402 with pseudo-sequence HLA-DQA10401-DQB10402. The binding affinity (normalized) is 0.340. (5) The binding affinity (normalized) is 0. The MHC is HLA-DQA10104-DQB10503 with pseudo-sequence HLA-DQA10104-DQB10503. The peptide sequence is PTIGVGGNFAGGGFG. (6) The peptide sequence is RSRCYSVYLSDNGVM. The MHC is DRB1_0101 with pseudo-sequence DRB1_0101. The binding affinity (normalized) is 0.543. (7) The peptide sequence is VFEAAFNDAIKASTG. The MHC is DRB1_0401 with pseudo-sequence DRB1_0401. The binding affinity (normalized) is 0.566. (8) The peptide sequence is PELQNFLNFLEANGL. The MHC is DRB1_1501 with pseudo-sequence DRB1_1501. The binding affinity (normalized) is 0.701. (9) The peptide sequence is SQDIELSWNLNGLQAY. The MHC is DRB1_1302 with pseudo-sequence DRB1_1302. The binding affinity (normalized) is 0.635.